This data is from Catalyst prediction with 721,799 reactions and 888 catalyst types from USPTO. The task is: Predict which catalyst facilitates the given reaction. Reactant: [CH2:1]([O:8][CH2:9][CH2:10][CH2:11][CH2:12][C:13]([O:15]C)=O)[C:2]1[CH:7]=[CH:6][CH:5]=[CH:4][CH:3]=1.[NH2:17][NH2:18]. Product: [CH2:1]([O:8][CH2:9][CH2:10][CH2:11][CH2:12][C:13]([NH:17][NH2:18])=[O:15])[C:2]1[CH:7]=[CH:6][CH:5]=[CH:4][CH:3]=1. The catalyst class is: 5.